This data is from Forward reaction prediction with 1.9M reactions from USPTO patents (1976-2016). The task is: Predict the product of the given reaction. (1) Given the reactants [C:1](Cl)(=[O:8])[C:2]1[CH:7]=[CH:6][CH:5]=[CH:4][CH:3]=1.[N:10]([C@@H:13]1[C@@H:20]([CH3:21])[O:19][C@H:16]([O:17][CH3:18])[C@@H:15]([OH:22])[C@H:14]1[OH:23])=[N+:11]=[N-:12].[CH3:24][OH:25], predict the reaction product. The product is: [N:10]([C@@H:13]1[C@@H:20]([CH3:21])[O:19][C@H:16]([O:17][CH3:18])[C@@H:15]([O:22][C:1](=[O:8])[C:2]2[CH:7]=[CH:6][CH:5]=[CH:4][CH:3]=2)[C@H:14]1[O:23][C:24](=[O:25])[C:2]1[CH:7]=[CH:6][CH:5]=[CH:4][CH:3]=1)=[N+:11]=[N-:12]. (2) Given the reactants [CH2:1]([O:8][CH2:9][CH:10]1[CH2:15]COC(C)(C)O1)[C:2]1[CH:7]=[CH:6][CH:5]=[CH:4][CH:3]=1.Cl.[C:19](=O)(O)[O-:20].[Na+].C[OH:25], predict the reaction product. The product is: [CH2:1]([O:8][CH2:9][CH:10]([CH2:15][OH:25])[CH2:19][OH:20])[C:2]1[CH:3]=[CH:4][CH:5]=[CH:6][CH:7]=1. (3) Given the reactants [CH3:1][N:2]1[C:7](=[O:8])[C:6]2[C:9]([C:30]3[CH:35]=[CH:34][CH:33]=[CH:32][CH:31]=3)=[C:10]([C:12]3[CH:17]=[CH:16][C:15]([C:18]4([NH:22][C:23](=[O:29])[O:24][C:25]([CH3:28])([CH3:27])[CH3:26])[CH2:21][CH2:20][CH2:19]4)=[CH:14][CH:13]=3)[O:11][C:5]=2[N:4]=[C:3]1S(C)(=O)=O.[NH:40]1[CH2:45][CH2:44][NH:43][CH2:42][C:41]1=[O:46].C(O)(C(F)(F)F)=O.CCN(C(C)C)C(C)C, predict the reaction product. The product is: [CH3:1][N:2]1[C:7](=[O:8])[C:6]2[C:9]([C:30]3[CH:35]=[CH:34][CH:33]=[CH:32][CH:31]=3)=[C:10]([C:12]3[CH:17]=[CH:16][C:15]([C:18]4([NH:22][C:23](=[O:29])[O:24][C:25]([CH3:28])([CH3:27])[CH3:26])[CH2:21][CH2:20][CH2:19]4)=[CH:14][CH:13]=3)[O:11][C:5]=2[N:4]=[C:3]1[N:43]1[CH2:44][CH2:45][NH:40][C:41](=[O:46])[CH2:42]1. (4) Given the reactants C[O:2][C:3](=O)[CH2:4][C:5]1[N:6]=[C:7]([C:11]2[CH:16]=[CH:15][CH:14]=[CH:13][CH:12]=2)[O:8][C:9]=1[CH3:10].[H-].[H-].[H-].[H-].[Li+].[Al+3].[OH-].[Na+].[O-]S([O-])(=O)=O.[Mg+2], predict the reaction product. The product is: [CH3:10][C:9]1[O:8][C:7]([C:11]2[CH:16]=[CH:15][CH:14]=[CH:13][CH:12]=2)=[N:6][C:5]=1[CH2:4][CH2:3][OH:2].